From a dataset of NCI-60 drug combinations with 297,098 pairs across 59 cell lines. Regression. Given two drug SMILES strings and cell line genomic features, predict the synergy score measuring deviation from expected non-interaction effect. (1) Drug 1: C1=CC=C(C=C1)NC(=O)CCCCCCC(=O)NO. Drug 2: CCN(CC)CCCC(C)NC1=C2C=C(C=CC2=NC3=C1C=CC(=C3)Cl)OC. Cell line: HS 578T. Synergy scores: CSS=15.9, Synergy_ZIP=-4.71, Synergy_Bliss=-2.75, Synergy_Loewe=-1.53, Synergy_HSA=-0.0666. (2) Drug 1: CC(C1=C(C=CC(=C1Cl)F)Cl)OC2=C(N=CC(=C2)C3=CN(N=C3)C4CCNCC4)N. Drug 2: CC1=C(C=C(C=C1)C(=O)NC2=CC(=CC(=C2)C(F)(F)F)N3C=C(N=C3)C)NC4=NC=CC(=N4)C5=CN=CC=C5. Cell line: ACHN. Synergy scores: CSS=12.6, Synergy_ZIP=-1.18, Synergy_Bliss=6.46, Synergy_Loewe=4.46, Synergy_HSA=4.57. (3) Drug 1: CCC1(CC2CC(C3=C(CCN(C2)C1)C4=CC=CC=C4N3)(C5=C(C=C6C(=C5)C78CCN9C7C(C=CC9)(C(C(C8N6C=O)(C(=O)OC)O)OC(=O)C)CC)OC)C(=O)OC)O.OS(=O)(=O)O. Drug 2: C1C(C(OC1N2C=NC3=C2NC=NCC3O)CO)O. Cell line: SNB-19. Synergy scores: CSS=15.5, Synergy_ZIP=-2.69, Synergy_Bliss=-4.51, Synergy_Loewe=-45.8, Synergy_HSA=-3.52.